Dataset: Catalyst prediction with 721,799 reactions and 888 catalyst types from USPTO. Task: Predict which catalyst facilitates the given reaction. (1) Reactant: C([O-])([O-])=O.[Cs+].[Cs+].[NH2:7][C:8]1[CH:13]=[CH:12][C:11]([OH:14])=[CH:10][CH:9]=1.Br[CH2:16][C:17]#[N:18]. Product: [NH2:7][C:8]1[CH:13]=[CH:12][C:11]([O:14][CH2:16][C:17]#[N:18])=[CH:10][CH:9]=1. The catalyst class is: 10. (2) Reactant: [CH:1]1([C:4]2[C:5]([CH2:18]I)=[CH:6][C:7]([F:17])=[C:8]([CH:16]=2)[C:9]([O:11][C:12]([CH3:15])([CH3:14])[CH3:13])=[O:10])[CH2:3][CH2:2]1.[Cl:20][C:21]1[CH:22]=[C:23]([CH:31]=[CH:32][C:33]=1[Cl:34])[CH2:24][C@H:25]1[O:30][CH2:29][CH2:28][NH:27][CH2:26]1.P([O-])([O-])([O-])=O.[K+].[K+].[K+]. Product: [CH:1]1([C:4]2[C:5]([CH2:18][N:27]3[CH2:28][CH2:29][O:30][C@H:25]([CH2:24][C:23]4[CH:31]=[CH:32][C:33]([Cl:34])=[C:21]([Cl:20])[CH:22]=4)[CH2:26]3)=[CH:6][C:7]([F:17])=[C:8]([CH:16]=2)[C:9]([O:11][C:12]([CH3:15])([CH3:14])[CH3:13])=[O:10])[CH2:3][CH2:2]1. The catalyst class is: 255. (3) Reactant: CN(C(ON1N=NC2C=CC=NC1=2)=[N+](C)C)C.F[P-](F)(F)(F)(F)F.[CH3:25][C:26]1[N:27]=[C:28]([C:45]2[CH:50]=[CH:49][C:48]([C:51]([F:54])([F:53])[F:52])=[CH:47][CH:46]=2)[S:29][C:30]=1[CH2:31][NH:32][C:33]1[CH:38]=[CH:37][C:36]([C@@H:39]2[CH2:41][C@H:40]2[C:42](O)=[O:43])=[CH:35][CH:34]=1.[N:55]1[CH:60]=[CH:59][C:58]([CH2:61][NH2:62])=[CH:57][CH:56]=1.[C:63]([O-:66])(O)=[O:64].[Na+]. Product: [OH:66][C:63]([C:51]([F:54])([F:53])[F:52])=[O:64].[CH3:25][C:26]1[N:27]=[C:28]([C:45]2[CH:46]=[CH:47][C:48]([C:51]([F:54])([F:52])[F:53])=[CH:49][CH:50]=2)[S:29][C:30]=1[CH2:31][NH:32][C:33]1[CH:34]=[CH:35][C:36]([C@@H:39]2[CH2:41][C@H:40]2[C:42]([NH:62][CH2:61][C:58]2[CH:59]=[CH:60][N:55]=[CH:56][CH:57]=2)=[O:43])=[CH:37][CH:38]=1. The catalyst class is: 39. (4) Reactant: [Br:1][C:2]1[CH:7]=[CH:6][C:5]([C:8]2[N:9]([C:30]3[CH:35]=[CH:34][C:33]([Cl:36])=[CH:32][CH:31]=3)[C:10](=[O:29])[C:11]3[N:12]=[CH:13][N:14]([C:17]4[CH:18]=[C:19]([S:23][CH2:24][O:25][C:26](=[O:28])[CH3:27])[CH:20]=[CH:21][CH:22]=4)[C:15]=3[N:16]=2)=[CH:4][CH:3]=1.C(O)(=O)C.[OH2:41].[OH2:42].O.O.O.O.C1(=O)OOOOC(=O)C2=CC=CC=C12.[Mg]. Product: [C:26]([O:25][CH2:24][S:23]([C:19]1[CH:20]=[CH:21][CH:22]=[C:17]([N:14]2[CH:13]=[N:12][C:11]3[C:10](=[O:29])[N:9]([C:30]4[CH:31]=[CH:32][C:33]([Cl:36])=[CH:34][CH:35]=4)[C:8]([C:5]4[CH:4]=[CH:3][C:2]([Br:1])=[CH:7][CH:6]=4)=[N:16][C:15]2=3)[CH:18]=1)(=[O:42])=[O:41])(=[O:28])[CH3:27]. The catalyst class is: 138. (5) Reactant: [Cl:1][C:2]1[CH:3]=[C:4]([C:8]2[C:13]3[N:14]([CH:17]([C@H:19]4[CH2:24][CH2:23][C@H:22]([CH3:25])[CH2:21][CH2:20]4)[CH3:18])[CH:15]=[N:16][C:12]=3[CH:11]=[C:10]([C:26]#[N:27])[N:9]=2)[CH:5]=[N:6][CH:7]=1.P([O-])([O-])(O)=O.[Na+].[Na+].[Br:35]N1C(C)(C)C(=O)N(Br)C1=O. Product: [Br:35][C:15]1[N:14]([C@H:17]([C@H:19]2[CH2:24][CH2:23][C@H:22]([CH3:25])[CH2:21][CH2:20]2)[CH3:18])[C:13]2[C:8]([C:4]3[CH:5]=[N:6][CH:7]=[C:2]([Cl:1])[CH:3]=3)=[N:9][C:10]([C:26]#[N:27])=[CH:11][C:12]=2[N:16]=1.[Br:35][C:15]1[N:14]([C@@H:17]([C@H:19]2[CH2:24][CH2:23][C@H:22]([CH3:25])[CH2:21][CH2:20]2)[CH3:18])[C:13]2[C:8]([C:4]3[CH:5]=[N:6][CH:7]=[C:2]([Cl:1])[CH:3]=3)=[N:9][C:10]([C:26]#[N:27])=[CH:11][C:12]=2[N:16]=1. The catalyst class is: 1. (6) Reactant: [Cl:1][C:2]1[CH:3]=[C:4]([NH:9][C:10]2[C:11]3[CH2:18][C:17](=[O:19])[NH:16][C:12]=3[N:13]=[CH:14][N:15]=2)[CH:5]=[CH:6][C:7]=1[F:8].[CH:20]([C:22]1[NH:26][C:25]([C:27]([OH:29])=[O:28])=[CH:24][C:23]=1[CH3:30])=O. Product: [Cl:1][C:2]1[CH:3]=[C:4]([NH:9][C:10]2[C:11]3[C:18](=[CH:20][C:22]4[NH:26][C:25]([C:27]([OH:29])=[O:28])=[CH:24][C:23]=4[CH3:30])[C:17](=[O:19])[NH:16][C:12]=3[N:13]=[CH:14][N:15]=2)[CH:5]=[CH:6][C:7]=1[F:8]. The catalyst class is: 495. (7) Reactant: [CH2:1]([O:3][P:4]([CH2:9][C:10]1[CH:15]=[CH:14][C:13]([NH:16][C:17](=[O:31])[CH2:18][CH2:19][C:20]2[CH:21]=[N:22][O:23][C:24]=2[C:25]2[CH:30]=[CH:29][CH:28]=[CH:27][CH:26]=2)=[CH:12][CH:11]=1)([O:6]CC)=[O:5])[CH3:2].C[Si](Br)(C)C. Product: [CH2:1]([O:3][P:4]([CH2:9][C:10]1[CH:15]=[CH:14][C:13]([NH:16][C:17](=[O:31])[CH2:18][CH2:19][C:20]2[CH:21]=[N:22][O:23][C:24]=2[C:25]2[CH:30]=[CH:29][CH:28]=[CH:27][CH:26]=2)=[CH:12][CH:11]=1)([OH:6])=[O:5])[CH3:2]. The catalyst class is: 10. (8) Reactant: C([O:8][C:9]([C:11]1[CH:29]=[CH:28][C:14]2[O:15][CH2:16][CH:17]([C:19]([CH3:27])([CH3:26])[O:20][SiH2:21][C:22]([CH3:25])([CH3:24])[CH3:23])[O:18][C:13]=2[C:12]=1[CH3:30])=[O:10])C1C=CC=CC=1.[H][H].C(Cl)(Cl)Cl. Product: [C:22]([SiH2:21][O:20][C:19]([CH3:27])([CH3:26])[CH:17]1[CH2:16][O:15][C:14]2[CH:28]=[CH:29][C:11]([C:9]([OH:10])=[O:8])=[C:12]([CH3:30])[C:13]=2[O:18]1)([CH3:25])([CH3:23])[CH3:24]. The catalyst class is: 707.